From a dataset of Reaction yield outcomes from USPTO patents with 853,638 reactions. Predict the reaction yield, written as a fraction of the theoretical maximum amount of product (1.0 means a 100% yield; for example, 0.34 means a 34% yield). (1) The reactants are FC(F)(F)C(O)=O.[CH:8]1([C@H:14]([NH:22][C:23]([C:25]2[CH:30]=[CH:29][C:28]([C:31]3[CH:36]=[CH:35][C:34]([O:37][C:38]([F:41])([F:40])[F:39])=[CH:33][CH:32]=3)=[CH:27][C:26]=2[NH:42][C:43]([NH:45][C:46]2[C:51]([CH3:52])=[CH:50][C:49]([CH3:53])=[CH:48][C:47]=2[CH3:54])=[O:44])=[O:24])[C:15]([O:17]C(C)(C)C)=[O:16])[CH2:13][CH2:12][CH2:11][CH2:10][CH2:9]1. The catalyst is ClCCl. The product is [CH:8]1([C@H:14]([NH:22][C:23]([C:25]2[CH:30]=[CH:29][C:28]([C:31]3[CH:32]=[CH:33][C:34]([O:37][C:38]([F:41])([F:39])[F:40])=[CH:35][CH:36]=3)=[CH:27][C:26]=2[NH:42][C:43]([NH:45][C:46]2[C:47]([CH3:54])=[CH:48][C:49]([CH3:53])=[CH:50][C:51]=2[CH3:52])=[O:44])=[O:24])[C:15]([OH:17])=[O:16])[CH2:13][CH2:12][CH2:11][CH2:10][CH2:9]1. The yield is 0.610. (2) The catalyst is C(Cl)Cl. The yield is 0.880. The reactants are [CH2:1]1[C:9]2[C:4](=[CH:5][CH:6]=[CH:7][CH:8]=2)[CH2:3][CH2:2]1.[C:10](OC(=O)C)(=[O:12])[CH3:11].[Al+3].[Cl-].[Cl-].[Cl-]. The product is [CH2:1]1[C:9]2[C:4](=[CH:5][CH:6]=[C:7]([C:10](=[O:12])[CH3:11])[CH:8]=2)[CH2:3][CH2:2]1.